This data is from Full USPTO retrosynthesis dataset with 1.9M reactions from patents (1976-2016). The task is: Predict the reactants needed to synthesize the given product. (1) The reactants are: [OH:1][C:2]1[CH:10]=[CH:9][C:5]([C:6]([OH:8])=[O:7])=[CH:4][C:3]=1[C:11]([F:14])([F:13])[F:12].S(Cl)(Cl)=O.[CH3:19]O. Given the product [OH:1][C:2]1[CH:10]=[CH:9][C:5]([C:6]([O:8][CH3:19])=[O:7])=[CH:4][C:3]=1[C:11]([F:12])([F:13])[F:14], predict the reactants needed to synthesize it. (2) Given the product [CH2:60]([CH:36]1[CH:35]([C:32]2[CH:31]=[CH:30][C:29]([Cl:28])=[CH:34][CH:33]=2)[N:39]([C:40]([N:42]2[CH2:47][CH2:10][CH:9]([N:8]3[CH2:7][CH2:17][CH2:22][CH2:21]3)[CH2:44][CH2:43]2)=[O:41])[C:38]([C:49]2[CH:54]=[CH:53][C:52]([O:55][CH3:56])=[CH:51][C:50]=2[O:57][CH2:58][CH3:59])=[N:37]1)[CH2:61][CH2:65][CH3:64], predict the reactants needed to synthesize it. The reactants are: C(C1[CH:9]([C:10]2C=CC(Cl)=CC=2)[NH:8][C:7]([C:17]2[CH:22]=[CH:21]C(OC)=CC=2OCC)=N1)CCC.[Cl:28][C:29]1[CH:34]=[CH:33][C:32]([CH:35]2[N:39]([C:40]([N:42]3[CH2:47]CN(C)[CH2:44][CH2:43]3)=[O:41])[C:38]([C:49]3[CH:54]=[CH:53][C:52]([O:55][CH3:56])=[CH:51][C:50]=3[O:57][CH2:58][CH3:59])=[N:37][CH:36]2[CH2:60][CH:61]2[CH2:65][CH2:64]CC2)=[CH:31][CH:30]=1. (3) Given the product [N:10]1[CH:15]=[CH:14][CH:13]=[N:12][C:11]=1[C:16]1[CH:21]=[CH:20][C:19](/[CH:22]=[CH:23]/[CH2:24][OH:25])=[CH:18][CH:17]=1, predict the reactants needed to synthesize it. The reactants are: CC(C[AlH]CC(C)C)C.[N:10]1[CH:15]=[CH:14][CH:13]=[N:12][C:11]=1[C:16]1[CH:21]=[CH:20][C:19](/[CH:22]=[CH:23]/[CH:24]=[O:25])=[CH:18][CH:17]=1.CO.C(O)(=O)CC(CC(O)=O)(C(O)=O)O. (4) The reactants are: Cl.[C:2]1([C:8]2[CH:9]=[C:10]([CH2:17][O:18][C:19]3[CH:20]=[C:21]4[C:25](=[CH:26][CH:27]=3)[NH:24][CH2:23][CH2:22]4)[S:11][C:12]=2[C:13]([F:16])([F:15])[F:14])[CH:7]=[CH:6][CH:5]=[CH:4][CH:3]=1.[Cl:28][CH2:29][C:30](Cl)=[O:31]. Given the product [Cl:28][CH2:29][C:30]([N:24]1[C:25]2[C:21](=[CH:20][C:19]([O:18][CH2:17][C:10]3[S:11][C:12]([C:13]([F:16])([F:14])[F:15])=[C:8]([C:2]4[CH:3]=[CH:4][CH:5]=[CH:6][CH:7]=4)[CH:9]=3)=[CH:27][CH:26]=2)[CH2:22][CH2:23]1)=[O:31], predict the reactants needed to synthesize it. (5) Given the product [OH:38][CH:37]1[C:7]2[C:8]([O:12][CH3:13])=[N:9][CH:10]=[CH:11][C:6]=2[C:5](=[O:14])[N:4]1[CH:1]([CH3:3])[CH3:2], predict the reactants needed to synthesize it. The reactants are: [CH:1]([NH:4][C:5](=[O:14])[C:6]1[CH:11]=[CH:10][N:9]=[C:8]([O:12][CH3:13])[CH:7]=1)([CH3:3])[CH3:2].CN(CCN(C)C)C.C([Li])CCC.CCCCCC.CN([CH:37]=[O:38])C. (6) Given the product [Cl:1][C:2]1[CH:32]=[CH:31][C:5]2[S:6][C:7]([S:10]([N:13]([C:14]3[CH:19]=[CH:18][C:17]([CH:20]4[CH2:21][N:22]([C:24]([O:26][C:27]([CH3:29])([CH3:28])[CH3:30])=[O:25])[CH2:23]4)=[CH:16][CH:15]=3)[CH3:35])(=[O:11])=[O:12])=[C:8]([CH3:9])[C:4]=2[CH:3]=1, predict the reactants needed to synthesize it. The reactants are: [Cl:1][C:2]1[CH:32]=[CH:31][C:5]2[S:6][C:7]([S:10]([NH:13][C:14]3[CH:19]=[CH:18][C:17]([CH:20]4[CH2:23][N:22]([C:24]([O:26][C:27]([CH3:30])([CH3:29])[CH3:28])=[O:25])[CH2:21]4)=[CH:16][CH:15]=3)(=[O:12])=[O:11])=[C:8]([CH3:9])[C:4]=2[CH:3]=1.[H-].[Na+].[CH3:35]I. (7) Given the product [ClH:31].[ClH:39].[F:23][C:22]1[C:21]([N:24]2[CH2:29][CH2:28][O:27][CH2:26][C@@H:25]2[CH3:30])=[N:20][C:19]([CH3:40])=[N:18][C:17]=1[NH:9][NH2:8], predict the reactants needed to synthesize it. The reactants are: CC(OC([N:8](C(OC(C)(C)C)=O)[N:9]([C:17]1[C:22]([F:23])=[C:21]([N:24]2[CH2:29][CH2:28][O:27][CH2:26][C@@H:25]2[CH3:30])[N:20]=[C:19]([Cl:31])[N:18]=1)C(OC(C)(C)C)=O)=O)(C)C.[ClH:39].[CH3:40]COCC. (8) Given the product [Br:1][C:2]1[S:6][C:5]([Cl:7])=[C:4]([CH2:8][C:19]2[S:18][C:17]([C:11]3[CH:12]=[CH:13][CH:14]=[CH:15][CH:16]=3)=[CH:21][CH:20]=2)[CH:3]=1, predict the reactants needed to synthesize it. The reactants are: [Br:1][C:2]1[S:6][C:5]([Cl:7])=[C:4]([C:8](O)=O)[CH:3]=1.[C:11]1([C:17]2[S:18][CH:19]=[CH:20][CH:21]=2)[CH:16]=[CH:15][CH:14]=[CH:13][CH:12]=1. (9) The reactants are: [OH:1][C:2]1[CH:3]=[C:4]2[C:8](=[CH:9][CH:10]=1)[C:7](=[O:11])[CH2:6][CH2:5]2.F[C:13]1[CH:20]=[CH:19][C:16]([C:17]#[N:18])=[CH:15][CH:14]=1.C([O-])([O-])=O.[K+].[K+].C1(C)C=CC=CC=1.CC(N(C)C)=O. Given the product [O:11]=[C:7]1[C:8]2[C:4](=[CH:3][C:2]([O:1][C:13]3[CH:20]=[CH:19][C:16]([C:17]#[N:18])=[CH:15][CH:14]=3)=[CH:10][CH:9]=2)[CH2:5][CH2:6]1, predict the reactants needed to synthesize it. (10) Given the product [NH2:1][C:2]1[N:7]=[CH:6][N:5]=[C:4]2[N:8]([CH2:24][CH2:25][NH:26][C:27](=[O:31])[C:28]([C:29]#[N:30])=[CH:35][CH:34]3[CH2:32][CH2:33]3)[N:9]=[C:10]([C:11]3[CH:16]=[CH:15][C:14]([O:17][C:18]4[CH:23]=[CH:22][CH:21]=[CH:20][CH:19]=4)=[CH:13][CH:12]=3)[C:3]=12, predict the reactants needed to synthesize it. The reactants are: [NH2:1][C:2]1[N:7]=[CH:6][N:5]=[C:4]2[N:8]([CH2:24][CH2:25][NH:26][C:27](=[O:31])[CH2:28][C:29]#[N:30])[N:9]=[C:10]([C:11]3[CH:16]=[CH:15][C:14]([O:17][C:18]4[CH:23]=[CH:22][CH:21]=[CH:20][CH:19]=4)=[CH:13][CH:12]=3)[C:3]=12.[CH2:32]1[CH:34]([CH:35](O)C#N)[CH2:33]1.N1CCCCC1.O.